From a dataset of Reaction yield outcomes from USPTO patents with 853,638 reactions. Predict the reaction yield, written as a fraction of the theoretical maximum amount of product (1.0 means a 100% yield; for example, 0.34 means a 34% yield). (1) The reactants are [CH3:1][C:2]1[S:6][C:5]([C:7]2[N:8]([Si](C(C)C)(C(C)C)C(C)C)[CH:9]=[CH:10][CH:11]=2)=[N:4][CH:3]=1.[F-].C([N+](CCCC)(CCCC)CCCC)CCC.O. The catalyst is O1CCCC1. The product is [CH3:1][C:2]1[S:6][C:5]([C:7]2[NH:8][CH:9]=[CH:10][CH:11]=2)=[N:4][CH:3]=1. The yield is 0.910. (2) The reactants are [Cl:1][C:2]1[C:11]2[C:6](=[CH:7][C:8]([OH:14])=[C:9]([O:12][CH3:13])[CH:10]=2)[N:5]=[CH:4][N:3]=1.C1(P(C2C=CC=CC=2)C2C=CC=CC=2)C=CC=CC=1.[F:34][CH2:35][CH2:36][N:37]1[CH2:42][CH2:41][N:40]([CH2:43][CH2:44][CH2:45]O)[CH2:39][CH2:38]1.N(C(OC(C)C)=O)=NC(OC(C)C)=O. The catalyst is C(Cl)Cl. The product is [Cl:1][C:2]1[C:11]2[C:6](=[CH:7][C:8]([O:14][CH2:45][CH2:44][CH2:43][N:40]3[CH2:39][CH2:38][N:37]([CH2:36][CH2:35][F:34])[CH2:42][CH2:41]3)=[C:9]([O:12][CH3:13])[CH:10]=2)[N:5]=[CH:4][N:3]=1. The yield is 0.570. (3) The reactants are [CH2:1](/[C:3](=[CH:9]/O)/[C:4](OCC)=[O:5])[CH3:2].C([O-])([O-])=O.[K+].[K+].[C:17](=[NH:40])([O:19][CH2:20][CH2:21][C:22]1[CH:27]=[CH:26][C:25]([O:28][C:29]2[CH:34]=[CH:33][C:32]([Cl:35])=[C:31]([C:36]([F:39])([F:38])[F:37])[CH:30]=2)=[CH:24][CH:23]=1)[NH2:18]. The catalyst is CN1C(=O)CCC1. The product is [Cl:35][C:32]1[CH:33]=[CH:34][C:29]([O:28][C:25]2[CH:24]=[CH:23][C:22]([CH2:21][CH2:20][O:19][C:17]3[NH:18][CH:9]=[C:3]([CH2:1][CH3:2])[C:4](=[O:5])[N:40]=3)=[CH:27][CH:26]=2)=[CH:30][C:31]=1[C:36]([F:39])([F:38])[F:37]. The yield is 0.385. (4) The reactants are [Cl:1][C:2]1[CH:3]=[C:4]2[C:9](=[CH:10][C:11]=1[O:12][C:13]1[CH:18]=[CH:17][C:16]([C:19](=[O:32])[NH:20][CH2:21][CH:22]([C:25]3[CH:30]=[CH:29][C:28]([Cl:31])=[CH:27][CH:26]=3)[O:23][CH3:24])=[CH:15][CH:14]=1)[O:8][CH2:7][CH2:6][CH:5]2[C:33]([O:35]CC)=[O:34].[OH-].[Na+]. The catalyst is C1COCC1.C(O)C. The product is [Cl:1][C:2]1[CH:3]=[C:4]2[C:9](=[CH:10][C:11]=1[O:12][C:13]1[CH:18]=[CH:17][C:16]([C:19](=[O:32])[NH:20][CH2:21][CH:22]([C:25]3[CH:26]=[CH:27][C:28]([Cl:31])=[CH:29][CH:30]=3)[O:23][CH3:24])=[CH:15][CH:14]=1)[O:8][CH2:7][CH2:6][CH:5]2[C:33]([OH:35])=[O:34]. The yield is 0.880. (5) The reactants are [Cl:1][C:2]1[CH:7]=[CH:6][CH:5]=[CH:4][C:3]=1[S:8](Cl)(=[O:10])=[O:9].[CH3:12][NH2:13]. The catalyst is C1COCC1. The product is [Cl:1][C:2]1[CH:7]=[CH:6][CH:5]=[CH:4][C:3]=1[S:8]([NH:13][CH3:12])(=[O:10])=[O:9]. The yield is 0.940. (6) The reactants are [N+:1]([C:4]1[CH:9]=[C:8]([CH2:10][CH2:11][CH2:12][CH2:13][CH2:14][CH2:15][CH2:16][CH3:17])[CH:7]=[CH:6][C:5]=1[OH:18])([O-])=O. The catalyst is C(O)(=O)C.O.[Fe]. The product is [NH2:1][C:4]1[CH:9]=[C:8]([CH2:10][CH2:11][CH2:12][CH2:13][CH2:14][CH2:15][CH2:16][CH3:17])[CH:7]=[CH:6][C:5]=1[OH:18]. The yield is 0.670.